Dataset: Catalyst prediction with 721,799 reactions and 888 catalyst types from USPTO. Task: Predict which catalyst facilitates the given reaction. (1) Reactant: [C:1]([O:5][C:6]([N:8]([CH2:10][C:11]([OH:13])=O)[CH3:9])=[O:7])([CH3:4])([CH3:3])[CH3:2].CCN(CC)CC.ClC(OCC(C)C)=O.Cl.[CH2:30]([O:32][C:33](=[O:37])[CH2:34][NH:35][CH3:36])[CH3:31]. Product: [CH2:30]([O:32][C:33](=[O:37])[CH2:34][N:35]([C:11](=[O:13])[CH2:10][N:8]([C:6]([O:5][C:1]([CH3:2])([CH3:3])[CH3:4])=[O:7])[CH3:9])[CH3:36])[CH3:31]. The catalyst class is: 2. (2) Reactant: [H-].[Na+].[Br:3][C:4]1[CH:10]=[CH:9][CH:8]=[CH:7][C:5]=1[NH2:6].I[CH2:12][CH2:13][CH2:14][CH2:15][CH2:16][CH2:17][CH2:18][CH2:19][CH2:20][CH2:21][CH2:22][CH3:23]. Product: [Br:3][C:4]1[CH:10]=[CH:9][CH:8]=[CH:7][C:5]=1[NH:6][CH2:23][CH2:22][CH2:21][CH2:20][CH2:19][CH2:18][CH2:17][CH2:16][CH2:15][CH2:14][CH2:13][CH3:12]. The catalyst class is: 1. (3) Reactant: [OH:1][CH2:2][CH2:3][C@@H:4]1[CH2:6][C@@H:5]1[CH:7]1[CH2:12][CH2:11][N:10]([C:13]([O:15][CH2:16][C:17]2[CH:22]=[CH:21][CH:20]=[CH:19][CH:18]=2)=[O:14])[CH2:9][CH2:8]1.[Br:23][C:24]1[C:29]([F:30])=[CH:28][C:27](O)=[C:26]([F:32])[CH:25]=1.C1(P(C2C=CC=CC=2)C2C=CC=CC=2)C=CC=CC=1.N(C(OC(C)(C)C)=O)=NC(OC(C)(C)C)=O. Product: [Br:23][C:24]1[C:29]([F:30])=[CH:28][C:27]([O:1][CH2:2][CH2:3][C@@H:4]2[CH2:6][C@@H:5]2[CH:7]2[CH2:12][CH2:11][N:10]([C:13]([O:15][CH2:16][C:17]3[CH:18]=[CH:19][CH:20]=[CH:21][CH:22]=3)=[O:14])[CH2:9][CH2:8]2)=[C:26]([F:32])[CH:25]=1. The catalyst class is: 2. (4) Reactant: Br[CH2:2][CH2:3][CH:4]([C:9]1[S:10][C:11]2[CH:18]=[C:17]([C:19]([F:22])([F:21])[F:20])[CH:16]=[CH:15][C:12]=2[C:13]=1[CH3:14])[CH2:5][CH2:6][CH2:7][CH3:8].C(=O)([O-])[O-].[Cs+].[Cs+].[SH:29][C:30]1[S:31][CH:32]=[C:33]([CH2:35][C:36]([O:38][CH2:39][CH3:40])=[O:37])[N:34]=1. Product: [CH3:14][C:13]1[C:12]2[CH:15]=[CH:16][C:17]([C:19]([F:22])([F:21])[F:20])=[CH:18][C:11]=2[S:10][C:9]=1[CH:4]([CH2:5][CH2:6][CH2:7][CH3:8])[CH2:3][CH2:2][S:29][C:30]1[S:31][CH:32]=[C:33]([CH2:35][C:36]([O:38][CH2:39][CH3:40])=[O:37])[N:34]=1. The catalyst class is: 23.